Dataset: Forward reaction prediction with 1.9M reactions from USPTO patents (1976-2016). Task: Predict the product of the given reaction. (1) Given the reactants C[Si]([C:5]#[N:6])(C)C.C(N(CC)CC)C.[Cl:14][C:15]1[N:20]=[C:19]([N:21]([C:29]([O:31][C:32]([CH3:35])([CH3:34])[CH3:33])=[O:30])[C:22]([O:24][C:25]([CH3:28])([CH3:27])[CH3:26])=[O:23])[N:18]=[C:17]2[N:36]([CH2:42][C:43]3[C:48]([CH3:49])=[C:47]([O:50][CH3:51])[C:46]([CH3:52])=[CH:45][N:44]=3)[N:37]=[C:38]([CH2:39][CH:40]=[O:41])[C:16]=12, predict the reaction product. The product is: [Cl:14][C:15]1[N:20]=[C:19]([N:21]([C:29]([O:31][C:32]([CH3:35])([CH3:34])[CH3:33])=[O:30])[C:22]([O:24][C:25]([CH3:26])([CH3:28])[CH3:27])=[O:23])[N:18]=[C:17]2[N:36]([CH2:42][C:43]3[C:48]([CH3:49])=[C:47]([O:50][CH3:51])[C:46]([CH3:52])=[CH:45][N:44]=3)[N:37]=[C:38]([CH2:39][CH:40]([C:5]#[N:6])[OH:41])[C:16]=12. (2) Given the reactants N1C=[CH:4][CH:3]=N1.C(O[C:9]([C:11]1[C:15](C)=[C:14](N)[N:13]([C:18]2[CH:23]=[C:22](C)[N:21]=[C:20]([CH3:25])N=2)N=1)=O)C.C(OC(=O)C(=O)C(C#N)C)C.[NH:37]([C:39]1[CH:44]=[C:43]([CH3:45])[N:42]=[C:41]([CH3:46])[N:40]=1)[NH2:38].NC1N(C(OC(C)(C)C)=O)N=C(C(OC)=O)C=1.O=C1NC2C=CC=CC=2C(C2C=CC=CC=2)=N[CH:66]1[NH:82][C:83]([C:85]1[C:89]([CH3:90])=[C:88]([NH:91][C:92](=[O:100])[C:93]2[CH:98]=[CH:97][CH:96]=[CH:95][C:94]=2[Cl:99])N(C2C=CC=CN=2)N=1)=[O:84], predict the reaction product. The product is: [N:13]1([C:18]2[CH:23]=[CH:22][N:21]=[CH:20][CH:25]=2)[CH2:14][CH2:15][CH:11]([CH2:9][CH2:66][NH:82][C:83]([C:85]2[C:89]([CH3:90])=[C:88]([NH:91][C:92](=[O:100])[C:93]3[CH:98]=[CH:97][CH:96]=[CH:95][C:94]=3[Cl:99])[N:37]([C:39]3[CH:44]=[C:43]([CH3:45])[N:42]=[C:41]([CH3:46])[N:40]=3)[N:38]=2)=[O:84])[CH2:4][CH2:3]1. (3) Given the reactants [CH3:1][O:2][C:3]1([C:10]2[CH:47]=[CH:46][C:45]([C:48]([F:51])([F:50])[F:49])=[CH:44][C:11]=2[CH2:12][N:13]([CH2:29][C:30]2[CH:35]=[C:34]([C:36]([F:39])([F:38])[F:37])[CH:33]=[C:32]([C:40]([F:43])([F:42])[F:41])[CH:31]=2)[C:14]2[N:15]=[N:16][N:17]([CH2:19][CH2:20][O:21][Si](C(C)(C)C)(C)C)[N:18]=2)[CH2:9][CH2:8][CH2:7][CH2:6][CH2:5][CH2:4]1.[F-].C([N+](CCCC)(CCCC)CCCC)CCC, predict the reaction product. The product is: [CH3:1][O:2][C:3]1([C:10]2[CH:47]=[CH:46][C:45]([C:48]([F:51])([F:49])[F:50])=[CH:44][C:11]=2[CH2:12][N:13]([CH2:29][C:30]2[CH:35]=[C:34]([C:36]([F:37])([F:38])[F:39])[CH:33]=[C:32]([C:40]([F:42])([F:41])[F:43])[CH:31]=2)[C:14]2[N:15]=[N:16][N:17]([CH2:19][CH2:20][OH:21])[N:18]=2)[CH2:4][CH2:5][CH2:6][CH2:7][CH2:8][CH2:9]1. (4) Given the reactants Cl[C:2]1[N:11]=[C:10]([N:12]([C:14]2[CH:19]=[CH:18][C:17]([O:20][CH3:21])=[CH:16][CH:15]=2)[CH3:13])[C:9]2[C:4](=[CH:5][CH:6]=[C:7]([N+:22]([O-:24])=[O:23])[CH:8]=2)[N:3]=1.[CH3:25][NH2:26], predict the reaction product. The product is: [CH3:25][NH:26][C:2]1[N:11]=[C:10]([N:12]([C:14]2[CH:19]=[CH:18][C:17]([O:20][CH3:21])=[CH:16][CH:15]=2)[CH3:13])[C:9]2[C:4](=[CH:5][CH:6]=[C:7]([N+:22]([O-:24])=[O:23])[CH:8]=2)[N:3]=1.